Dataset: Forward reaction prediction with 1.9M reactions from USPTO patents (1976-2016). Task: Predict the product of the given reaction. (1) Given the reactants [CH2:1]([C:8]1[CH:20]=[CH:19][C:11]([O:12][CH2:13][C@H:14]2[CH2:18][CH2:17][CH2:16][NH:15]2)=[CH:10][CH:9]=1)[C:2]1[CH:7]=[CH:6][CH:5]=[CH:4][CH:3]=1.C(N(CC)CC)C.Br[CH2:29][CH2:30][CH2:31][C:32]([O:34][CH3:35])=[O:33].O, predict the reaction product. The product is: [CH3:35][O:34][C:32](=[O:33])[CH2:31][CH2:30][CH2:29][N:15]1[CH2:16][CH2:17][CH2:18][C@@H:14]1[CH2:13][O:12][C:11]1[CH:19]=[CH:20][C:8]([CH2:1][C:2]2[CH:3]=[CH:4][CH:5]=[CH:6][CH:7]=2)=[CH:9][CH:10]=1. (2) Given the reactants II.[Mg].[C:4]([O:7][C:8]1[C:13]([F:14])=[CH:12][CH:11]=[CH:10][C:9]=1[CH:15](Br)[CH2:16][CH2:17]Br)(=[O:6])[CH3:5].Cl, predict the reaction product. The product is: [C:4]([O:7][C:8]1[C:13]([F:14])=[CH:12][CH:11]=[CH:10][C:9]=1[CH:15]1[CH2:17][CH2:16]1)(=[O:6])[CH3:5].